Dataset: CYP2C19 inhibition data for predicting drug metabolism from PubChem BioAssay. Task: Regression/Classification. Given a drug SMILES string, predict its absorption, distribution, metabolism, or excretion properties. Task type varies by dataset: regression for continuous measurements (e.g., permeability, clearance, half-life) or binary classification for categorical outcomes (e.g., BBB penetration, CYP inhibition). Dataset: cyp2c19_veith. (1) The compound is Cc1cnc(CNc2ccnc(-c3cccnc3)n2)cn1. The result is 0 (non-inhibitor). (2) The molecule is Cc1ccc(C(=O)Nc2ccc(Cc3ccncc3)cc2)cc1[N+](=O)[O-]. The result is 1 (inhibitor). (3) The molecule is Cc1cc(OC(=O)c2ccccc2Cl)cc(=O)n1C. The result is 0 (non-inhibitor). (4) The molecule is Cc1ccc2c(C)nc(Nc3nc(CSc4nc5ccccc5[nH]4)cc(=O)[nH]3)nc2c1. The result is 1 (inhibitor). (5) The compound is Cc1ccc2c(c1)N(CC(=O)NC1CCCc3ccccc31)C(=O)CO2. The result is 1 (inhibitor). (6) The drug is CSCC[C@@H]1NC(=O)C/C=C\[C@@H](C)COC(=O)[C@H](C)COC1=O. The result is 0 (non-inhibitor). (7) The compound is CCOC(=O)C1(S(=O)(=O)c2ccccc2)CCN(Cc2ccccc2)CC1. The result is 1 (inhibitor). (8) The drug is Cc1cc(C)nc([N-]S(=O)(=O)c2ccc(N)cc2)n1.[Na+]. The result is 0 (non-inhibitor). (9) The compound is NNC(=O)CCSc1ccccc1. The result is 1 (inhibitor). (10) The drug is COc1ccc(C(=O)Oc2cc(/C=N/NS(=O)(=O)c3ccc(C)cc3)ccc2OC)cc1. The result is 1 (inhibitor).